From a dataset of Catalyst prediction with 721,799 reactions and 888 catalyst types from USPTO. Predict which catalyst facilitates the given reaction. (1) Reactant: Cl[CH:2]([O:4][C:5](=[O:10])[C:6]([CH3:9])([CH3:8])[CH3:7])[CH3:3].[I-:11].[Na+]. Product: [I:11][CH:2]([O:4][C:5](=[O:10])[C:6]([CH3:9])([CH3:8])[CH3:7])[CH3:3]. The catalyst class is: 10. (2) Reactant: [CH2:1]([O:8][C:9]([N:11]1[CH2:15][CH:14]2[CH:16]([O:20]C(=O)C3C=CC=CC=3)[CH:17]([F:19])[CH2:18][CH:13]2[CH2:12]1)=[O:10])[C:2]1[CH:7]=[CH:6][CH:5]=[CH:4][CH:3]=1.C[O-].[Na+].C(O)(=O)C. Product: [CH2:1]([O:8][C:9]([N:11]1[CH2:15][CH:14]2[CH:16]([OH:20])[CH:17]([F:19])[CH2:18][CH:13]2[CH2:12]1)=[O:10])[C:2]1[CH:3]=[CH:4][CH:5]=[CH:6][CH:7]=1. The catalyst class is: 5. (3) Reactant: C1(C[N:8]2[CH:12]([CH2:13][C:14]3[CH:19]=[CH:18][CH:17]=[CH:16][CH:15]=3)[CH2:11][C:10](=[O:20])[CH2:9]2)C=CC=CC=1.[CH3:21][S:22]([OH:25])(=[O:24])=[O:23]. Product: [CH3:21][S:22]([OH:25])(=[O:24])=[O:23].[C:14]1([CH2:13][CH:12]2[NH:8][CH2:9][C:10](=[O:20])[CH2:11]2)[CH:15]=[CH:16][CH:17]=[CH:18][CH:19]=1. The catalyst class is: 123. (4) Reactant: [C:1]([O:5][C:6]([N:8]1[CH2:13][CH2:12][CH:11]([N:14]2[C:18]3=[N:19][CH:20]=[N:21][C:22](Cl)=[C:17]3[CH:16]=[N:15]2)[CH2:10][CH2:9]1)=[O:7])([CH3:4])([CH3:3])[CH3:2].[OH:24][C:25]1[CH:30]=[CH:29][C:28]([C:31](=[O:33])[CH3:32])=[CH:27][CH:26]=1. Product: [C:1]([O:5][C:6]([N:8]1[CH2:13][CH2:12][CH:11]([N:14]2[C:18]3=[N:19][CH:20]=[N:21][C:22]([O:24][C:25]4[CH:30]=[CH:29][C:28]([C:31](=[O:33])[CH3:32])=[CH:27][CH:26]=4)=[C:17]3[CH:16]=[N:15]2)[CH2:10][CH2:9]1)=[O:7])([CH3:4])([CH3:3])[CH3:2]. The catalyst class is: 9. (5) Reactant: FC(F)(F)S(O[C:7]1[CH2:8][CH2:9][N:10]([C:13]([O:15][C:16]([CH3:19])([CH3:18])[CH3:17])=[O:14])[CH2:11][CH:12]=1)(=O)=O.[S:22]1[CH:26]=[CH:25][C:24](B(O)O)=[CH:23]1.C(=O)([O-])[O-].[Cs+].[Cs+]. Product: [S:22]1[CH:26]=[CH:25][C:24]([C:7]2[CH2:8][CH2:9][N:10]([C:13]([O:15][C:16]([CH3:17])([CH3:18])[CH3:19])=[O:14])[CH2:11][CH:12]=2)=[CH:23]1. The catalyst class is: 837. (6) The catalyst class is: 11. Product: [CH:21]1([NH:29][C:30]([NH:20][NH:19][C:17](=[O:18])[CH2:16][CH2:15][N:12]2[CH2:11][CH2:10][N:9]([C:4]3[CH:5]=[CH:6][CH:7]=[CH:8][C:3]=3[O:2][CH3:1])[CH2:14][CH2:13]2)=[O:31])[CH2:28][CH2:27][CH2:26][CH2:25][CH2:24][CH2:23][CH2:22]1. Reactant: [CH3:1][O:2][C:3]1[CH:8]=[CH:7][CH:6]=[CH:5][C:4]=1[N:9]1[CH2:14][CH2:13][N:12]([CH2:15][CH2:16][C:17]([NH:19][NH2:20])=[O:18])[CH2:11][CH2:10]1.[CH:21]1([N:29]=[C:30]=[O:31])[CH2:28][CH2:27][CH2:26][CH2:25][CH2:24][CH2:23][CH2:22]1.CCCCCC.